Dataset: Forward reaction prediction with 1.9M reactions from USPTO patents (1976-2016). Task: Predict the product of the given reaction. The product is: [NH2:1][C:4]1[CH:5]=[CH:6][C:7]([O:10][CH:11]([CH2:16][CH2:17][CH:18]=[CH2:19])[CH2:12][CH2:13][CH:14]=[CH2:15])=[CH:8][CH:9]=1. Given the reactants [N+:1]([C:4]1[CH:9]=[CH:8][C:7]([O:10][CH:11]([CH2:16][CH2:17][CH:18]=[CH2:19])[CH2:12][CH2:13][CH:14]=[CH2:15])=[CH:6][CH:5]=1)([O-])=O.Cl.[OH-].[Na+], predict the reaction product.